Dataset: NCI-60 drug combinations with 297,098 pairs across 59 cell lines. Task: Regression. Given two drug SMILES strings and cell line genomic features, predict the synergy score measuring deviation from expected non-interaction effect. (1) Drug 1: CNC(=O)C1=CC=CC=C1SC2=CC3=C(C=C2)C(=NN3)C=CC4=CC=CC=N4. Drug 2: C1=NC2=C(N1)C(=S)N=C(N2)N. Cell line: BT-549. Synergy scores: CSS=20.0, Synergy_ZIP=-6.35, Synergy_Bliss=0.222, Synergy_Loewe=-4.66, Synergy_HSA=-1.27. (2) Drug 1: CC(C1=C(C=CC(=C1Cl)F)Cl)OC2=C(N=CC(=C2)C3=CN(N=C3)C4CCNCC4)N. Drug 2: C1=CC(=CC=C1C#N)C(C2=CC=C(C=C2)C#N)N3C=NC=N3. Cell line: EKVX. Synergy scores: CSS=4.15, Synergy_ZIP=-1.67, Synergy_Bliss=-1.08, Synergy_Loewe=-3.22, Synergy_HSA=-1.30. (3) Drug 1: CC1=C2C(C(=O)C3(C(CC4C(C3C(C(C2(C)C)(CC1OC(=O)C(C(C5=CC=CC=C5)NC(=O)C6=CC=CC=C6)O)O)OC(=O)C7=CC=CC=C7)(CO4)OC(=O)C)O)C)OC(=O)C. Drug 2: C(=O)(N)NO. Cell line: HT29. Synergy scores: CSS=49.2, Synergy_ZIP=1.26, Synergy_Bliss=3.51, Synergy_Loewe=-53.1, Synergy_HSA=1.03. (4) Drug 1: COC1=C(C=C2C(=C1)N=CN=C2NC3=CC(=C(C=C3)F)Cl)OCCCN4CCOCC4. Drug 2: CN1C(=O)N2C=NC(=C2N=N1)C(=O)N. Cell line: SN12C. Synergy scores: CSS=22.0, Synergy_ZIP=-4.71, Synergy_Bliss=1.06, Synergy_Loewe=-12.1, Synergy_HSA=1.61.